This data is from Catalyst prediction with 721,799 reactions and 888 catalyst types from USPTO. The task is: Predict which catalyst facilitates the given reaction. (1) Reactant: C(Cl)(=O)C(Cl)=O.CS(C)=O.[CH3:11][O:12][C:13]1[N:18]=[C:17]([CH2:19][OH:20])[CH:16]=[C:15]([NH:21][CH2:22][CH2:23][C:24]2[CH:29]=[CH:28][C:27]([O:30][CH3:31])=[CH:26][CH:25]=2)[N:14]=1.C(N(CC)CC)C. Product: [CH3:11][O:12][C:13]1[N:18]=[C:17]([CH:19]=[O:20])[CH:16]=[C:15]([NH:21][CH2:22][CH2:23][C:24]2[CH:25]=[CH:26][C:27]([O:30][CH3:31])=[CH:28][CH:29]=2)[N:14]=1. The catalyst class is: 34. (2) The catalyst class is: 9. Reactant: [CH2:1]([O:3][C:4]([CH2:6][N:7]1[C:13]2[CH:14]=[CH:15][CH:16]=[CH:17][C:12]=2[N:11]([C:18](=[O:33])[C:19]2[CH:24]=[CH:23][C:22]([NH:25][C:26]([O:28][CH2:29][CH2:30]Cl)=[O:27])=[CH:21][C:20]=2[Cl:32])[CH2:10][CH2:9][CH2:8]1)=[O:5])[CH3:2].C(=O)([O-])[O-].[K+].[K+].[I-].[Na+].C(OCC)(=O)C. Product: [CH2:1]([O:3][C:4]([CH2:6][N:7]1[C:13]2[CH:14]=[CH:15][CH:16]=[CH:17][C:12]=2[N:11]([C:18](=[O:33])[C:19]2[CH:24]=[CH:23][C:22]([N:25]3[CH2:30][CH2:29][O:28][C:26]3=[O:27])=[CH:21][C:20]=2[Cl:32])[CH2:10][CH2:9][CH2:8]1)=[O:5])[CH3:2]. (3) Reactant: [N+:1]([C:4]1[CH:15]=[CH:14][C:7]([CH2:8][C:9]2[O:10][CH:11]=[CH:12][N:13]=2)=[CH:6][CH:5]=1)([O-])=O.[Sn](Cl)(Cl)(Cl)Cl. Product: [O:10]1[CH:11]=[CH:12][N:13]=[C:9]1[CH2:8][C:7]1[CH:14]=[CH:15][C:4]([NH2:1])=[CH:5][CH:6]=1. The catalyst class is: 494. (4) Product: [CH3:16][S:13]([CH2:12][CH2:11][CH2:10][O:9][CH2:8][C:6]1[CH:7]=[C:2]([C:37]2[CH:38]=[C:39]3[C:44](=[N:45][CH:46]=2)[N:43]([C:47]([NH2:49])=[O:48])[CH2:42][CH2:41][CH2:40]3)[CH:3]=[N:4][CH:5]=1)(=[O:15])=[O:14]. Reactant: Br[C:2]1[CH:3]=[N:4][CH:5]=[C:6]([CH2:8][O:9][CH2:10][CH2:11][CH2:12][S:13]([CH3:16])(=[O:15])=[O:14])[CH:7]=1.C([O-])([O-])=O.[Na+].[Na+].O1CCOCC1.CC1(C)C(C)(C)OB([C:37]2[CH:38]=[C:39]3[C:44](=[N:45][CH:46]=2)[N:43]([C:47]([NH2:49])=[O:48])[CH2:42][CH2:41][CH2:40]3)O1.CCOC(C)=O. The catalyst class is: 6. (5) Reactant: [CH2:1]([C:3]1[CH:8]=[CH:7][C:6]([C:9]2[S:13][C:12]([C@:14]3([CH2:29][C:30]([O:32]C(C)(C)C)=[O:31])[S:20](=[O:22])(=[O:21])[CH2:19][CH2:18][N:17]([S:23]([CH2:26][CH2:27][CH3:28])(=[O:25])=[O:24])[CH2:16][CH2:15]3)=[CH:11][CH:10]=2)=[CH:5][CH:4]=1)[CH3:2]. Product: [CH2:1]([C:3]1[CH:4]=[CH:5][C:6]([C:9]2[S:13][C:12]([C@:14]3([CH2:29][C:30]([OH:32])=[O:31])[S:20](=[O:21])(=[O:22])[CH2:19][CH2:18][N:17]([S:23]([CH2:26][CH2:27][CH3:28])(=[O:25])=[O:24])[CH2:16][CH2:15]3)=[CH:11][CH:10]=2)=[CH:7][CH:8]=1)[CH3:2]. The catalyst class is: 106. (6) Reactant: [CH3:1][C:2]1[CH:7]=[CH:6][N:5]=[C:4]([O:8][C@@H:9]([CH3:15])[C:10]([O:12][CH2:13][CH3:14])=[O:11])[CH:3]=1.C1C(=O)N([Br:23])C(=O)C1.CC(N=NC(C#N)(C)C)(C#N)C. Product: [Br:23][CH2:1][C:2]1[CH:7]=[CH:6][N:5]=[C:4]([O:8][C@@H:9]([CH3:15])[C:10]([O:12][CH2:13][CH3:14])=[O:11])[CH:3]=1. The catalyst class is: 53. (7) Reactant: [NH:1]1[C:9]2[C:4](=[CH:5][C:6]([NH:10][C:11]3[C:20]4[C:15](=[CH:16][CH:17]=[CH:18][CH:19]=4)[N:14]=[C:13]([C:21]4[CH:22]=[C:23]([CH:29]=[CH:30][CH:31]=4)[O:24][CH2:25][C:26]([OH:28])=O)[N:12]=3)=[CH:7][CH:8]=2)[CH:3]=[N:2]1.C1CN([P+](ON2N=NC3C=CC=CC2=3)(N2CCCC2)N2CCCC2)CC1.F[P-](F)(F)(F)(F)F.CCN(C(C)C)C(C)C.[NH2:74][C@H:75]1[CH2:79][CH2:78][N:77]([C:80]([O:82][C:83]([CH3:86])([CH3:85])[CH3:84])=[O:81])[CH2:76]1. Product: [NH:1]1[C:9]2[C:4](=[CH:5][C:6]([NH:10][C:11]3[C:20]4[C:15](=[CH:16][CH:17]=[CH:18][CH:19]=4)[N:14]=[C:13]([C:21]4[CH:22]=[C:23]([CH:29]=[CH:30][CH:31]=4)[O:24][CH2:25][C:26]([NH:74][C@H:75]4[CH2:79][CH2:78][N:77]([C:80]([O:82][C:83]([CH3:86])([CH3:85])[CH3:84])=[O:81])[CH2:76]4)=[O:28])[N:12]=3)=[CH:7][CH:8]=2)[CH:3]=[N:2]1. The catalyst class is: 59. (8) Reactant: C=CC.[OH:4][CH2:5][P:6]([CH2:9][OH:10])[CH2:7][OH:8]. Product: [PH4+:6].[CH2:5]=[O:4].[OH:4][CH2:5][P:6]([CH2:9][OH:10])[CH2:7][OH:8]. The catalyst class is: 32. (9) The catalyst class is: 9. Reactant: [CH:1]1([CH2:4][CH2:5][O:6][C:7]2[CH:12]=[CH:11][C:10]([N:13]3[C:18](=[O:19])[C:17]4[NH:20][CH:21]=[CH:22][C:16]=4[NH:15][C:14]3=[S:23])=[CH:9][CH:8]=2)[CH2:3][CH2:2]1.Br[CH2:25][CH2:26][O:27][CH2:28][CH2:29][O:30][CH2:31][CH3:32].[I-].[Na+].C(=O)([O-])O.[Na+]. Product: [CH:1]1([CH2:4][CH2:5][O:6][C:7]2[CH:8]=[CH:9][C:10]([N:13]3[C:18](=[O:19])[C:17]4[NH:20][CH:21]=[CH:22][C:16]=4[N:15]=[C:14]3[S:23][CH2:25][CH2:26][O:27][CH2:28][CH2:29][O:30][CH2:31][CH3:32])=[CH:11][CH:12]=2)[CH2:3][CH2:2]1. (10) Reactant: Br[C:2]1[CH:3]=[C:4]([CH2:8][N:9]2[C:14](=[O:15])[C:13]([C:16]([NH:18][CH2:19][C:20]([OH:22])=[O:21])=[O:17])=[C:12]([OH:23])[C:11]([CH:24]([CH3:26])[CH3:25])=[N:10]2)[CH:5]=[CH:6][CH:7]=1.CC1(C)C(C)(C)OB([C:35]2[CH:40]=[CH:39][N:38]=[C:37]([N:41]3[CH2:46][CH2:45][NH:44][CH2:43][CH2:42]3)[CH:36]=2)O1.C(=O)([O-])[O-].[K+].[K+].Cl. Product: [OH:23][C:12]1[C:11]([CH:24]([CH3:26])[CH3:25])=[N:10][N:9]([CH2:8][C:4]2[CH:5]=[CH:6][CH:7]=[C:2]([C:35]3[CH:40]=[CH:39][N:38]=[C:37]([N:41]4[CH2:42][CH2:43][NH:44][CH2:45][CH2:46]4)[CH:36]=3)[CH:3]=2)[C:14](=[O:15])[C:13]=1[C:16]([NH:18][CH2:19][C:20]([OH:22])=[O:21])=[O:17]. The catalyst class is: 70.